From a dataset of Rat liver microsome stability data. Regression/Classification. Given a drug SMILES string, predict its absorption, distribution, metabolism, or excretion properties. Task type varies by dataset: regression for continuous measurements (e.g., permeability, clearance, half-life) or binary classification for categorical outcomes (e.g., BBB penetration, CYP inhibition). Dataset: rlm. (1) The drug is CC(C)CN1C(=O)CN(Cc2ccc(-c3ccc(F)c(CN4CCCC(F)C4)n3)cc2)C1=O. The result is 1 (stable in rat liver microsomes). (2) The molecule is NC1CN(c2cc(-c3ccccc3)ncn2)CC1c1cc(F)c(F)cc1F. The result is 0 (unstable in rat liver microsomes).